Predict the reactants needed to synthesize the given product. From a dataset of Full USPTO retrosynthesis dataset with 1.9M reactions from patents (1976-2016). Given the product [Cl:4][C:5]1[CH:6]=[C:7]([C:11]2[C:16]([O:17][CH3:18])=[CH:15][CH:14]=[C:13]([CH2:19][C:20]3[CH:21]=[CH:22][C:23]([NH2:26])=[CH:24][CH:25]=3)[C:12]=2[F:29])[CH:8]=[CH:9][CH:10]=1, predict the reactants needed to synthesize it. The reactants are: C(O)C.[Cl:4][C:5]1[CH:6]=[C:7]([C:11]2[C:16]([O:17][CH3:18])=[CH:15][CH:14]=[C:13]([CH2:19][C:20]3[CH:25]=[CH:24][C:23]([N+:26]([O-])=O)=[CH:22][CH:21]=3)[C:12]=2[F:29])[CH:8]=[CH:9][CH:10]=1.